From a dataset of Full USPTO retrosynthesis dataset with 1.9M reactions from patents (1976-2016). Predict the reactants needed to synthesize the given product. (1) Given the product [C:20]([O:19][C:17]([N:9]1[CH:10]([C:12]([OH:14])=[O:13])[CH2:11][C:3]2[C:4](=[N:5][CH:6]=[CH:7][N:2]=2)[CH2:8]1)=[O:18])([CH3:23])([CH3:22])[CH3:21], predict the reactants needed to synthesize it. The reactants are: Cl.[N:2]1[CH:7]=[CH:6][N:5]=[C:4]2[CH2:8][NH:9][CH:10]([C:12]([OH:14])=[O:13])[CH2:11][C:3]=12.[OH-].[Na+].[C:17](O[C:17]([O:19][C:20]([CH3:23])([CH3:22])[CH3:21])=[O:18])([O:19][C:20]([CH3:23])([CH3:22])[CH3:21])=[O:18].Cl. (2) Given the product [NH2:1][C:2]1[N:7]=[C:6]([N:8]2[CH2:32][CH2:31][C:11]3([CH2:15][NH:14][C@H:13]([C:26]([O:28][CH2:29][CH3:30])=[O:27])[CH2:12]3)[CH2:10][CH2:9]2)[CH:5]=[C:4]([O:33][C@H:34]([C:39]2[CH:44]=[CH:43][C:42]([C:45]3[CH:50]=[CH:49][C:48]([CH3:51])=[C:47]([CH3:52])[CH:46]=3)=[CH:41][C:40]=2[N:53]2[CH:57]=[CH:56][C:55]([CH3:58])=[N:54]2)[C:35]([F:38])([F:37])[F:36])[N:3]=1, predict the reactants needed to synthesize it. The reactants are: [NH2:1][C:2]1[N:7]=[C:6]([N:8]2[CH2:32][CH2:31][C:11]3([CH2:15][N:14](C(OCC4C=CC=CC=4)=O)[C@H:13]([C:26]([O:28][CH2:29][CH3:30])=[O:27])[CH2:12]3)[CH2:10][CH2:9]2)[CH:5]=[C:4]([O:33][C@H:34]([C:39]2[CH:44]=[CH:43][C:42]([C:45]3[CH:50]=[CH:49][C:48]([CH3:51])=[C:47]([CH3:52])[CH:46]=3)=[CH:41][C:40]=2[N:53]2[CH:57]=[CH:56][C:55]([CH3:58])=[N:54]2)[C:35]([F:38])([F:37])[F:36])[N:3]=1. (3) Given the product [CH3:1][C:2]1[C:6]([CH:7]([OH:21])[C:8]2[O:9][C:10]3[CH:16]=[CH:15][C:14]([CH2:17][C:18]([NH:33][CH:32]([C:26]4[CH:27]=[CH:28][C:29]([CH3:31])=[CH:30][C:25]=4[CH3:24])[C:34]4[CH:35]=[CH:36][CH:37]=[CH:38][CH:39]=4)=[O:19])=[CH:13][C:11]=3[CH:12]=2)=[C:5]([CH3:22])[O:4][N:3]=1, predict the reactants needed to synthesize it. The reactants are: [CH3:1][C:2]1[C:6]([CH:7]([OH:21])[C:8]2[O:9][C:10]3[CH:16]=[CH:15][C:14]([CH2:17][C:18](O)=[O:19])=[CH:13][C:11]=3[CH:12]=2)=[C:5]([CH3:22])[O:4][N:3]=1.Cl.[CH3:24][C:25]1[CH:30]=[C:29]([CH3:31])[CH:28]=[CH:27][C:26]=1[CH:32]([C:34]1[CH:39]=[CH:38][CH:37]=[CH:36][CH:35]=1)[NH2:33]. (4) Given the product [CH3:29][O:28][C:26]([C:25]1[CH:30]=[CH:31][C:22]([C:20]([C:35]2[C:36](=[O:8])[NH:37][C:38]3[C:43]([N:44]=2)=[CH:42][CH:41]=[CH:40][CH:39]=3)=[O:21])=[CH:23][CH:24]=1)=[O:27], predict the reactants needed to synthesize it. The reactants are: C1(C)C=CC(S([O-])=[O:8])=CC=1.[Na+].[I-].C[N+]1C=CN(C)C=1.[CH:20]([C:22]1[CH:31]=[CH:30][C:25]([C:26]([O:28][CH3:29])=[O:27])=[CH:24][CH:23]=1)=[O:21].[H-].[Na+].Cl[C:35]1[C:36](Cl)=[N:37][C:38]2[C:43]([N:44]=1)=[CH:42][CH:41]=[CH:40][CH:39]=2. (5) Given the product [Cl:1][C:2]1[C:7]([NH:8][S:9]([C:12]2[CH:13]=[CH:14][CH:15]=[CH:16][CH:17]=2)(=[O:10])=[O:11])=[CH:6][C:5]([C:18]2[CH:19]=[C:20]3[C:25](=[CH:26][CH:27]=2)[N:24]=[CH:23][C:22]([N:28]2[CH2:29][CH2:30][N:31]([S:42]([CH3:41])(=[O:44])=[O:43])[CH2:32][CH2:33]2)=[N:21]3)=[CH:4][N:3]=1, predict the reactants needed to synthesize it. The reactants are: [Cl:1][C:2]1[C:7]([NH:8][S:9]([C:12]2[CH:17]=[CH:16][CH:15]=[CH:14][CH:13]=2)(=[O:11])=[O:10])=[CH:6][C:5]([C:18]2[CH:19]=[C:20]3[C:25](=[CH:26][CH:27]=2)[N:24]=[CH:23][C:22]([N:28]2[CH2:33][CH2:32][NH:31][CH2:30][CH2:29]2)=[N:21]3)=[CH:4][N:3]=1.C(N(CC)CC)C.[CH3:41][S:42](Cl)(=[O:44])=[O:43].